This data is from Reaction yield outcomes from USPTO patents with 853,638 reactions. The task is: Predict the reaction yield, written as a fraction of the theoretical maximum amount of product (1.0 means a 100% yield; for example, 0.34 means a 34% yield). (1) The reactants are [F:1][C:2]1[CH:7]=[CH:6][C:5]([C:8]2[N:9]=[C:10]3[N:14]([C:15]=2[C:16]2[CH:21]=[CH:20][N:19]=[C:18](S(C)(=O)=O)[N:17]=2)[CH:13]=[CH:12][O:11]3)=[CH:4][CH:3]=1.[NH2:26][CH2:27][C:28]([CH3:32])([CH3:31])[CH2:29][OH:30].C(N(C(C)C)CC)(C)C. The catalyst is CS(C)=O.O. The product is [F:1][C:2]1[CH:7]=[CH:6][C:5]([C:8]2[N:9]=[C:10]3[N:14]([C:15]=2[C:16]2[CH:21]=[CH:20][N:19]=[C:18]([NH:26][CH2:27][C:28]([CH3:32])([CH3:31])[CH2:29][OH:30])[N:17]=2)[CH:13]=[CH:12][O:11]3)=[CH:4][CH:3]=1. The yield is 0.860. (2) The reactants are Cl[C:2]1[N:11]2[N:12]=[CH:13][N:14]=[C:10]2[C:9]2[CH:8]=[C:7]([Cl:15])[CH:6]=[CH:5][C:4]=2[N:3]=1.[NH:16]1[CH2:21][CH2:20][NH:19][CH2:18][CH2:17]1. The catalyst is CCO. The product is [Cl:15][C:7]1[CH:6]=[CH:5][C:4]2[N:3]=[C:2]([N:16]3[CH2:21][CH2:20][NH:19][CH2:18][CH2:17]3)[N:11]3[N:12]=[CH:13][N:14]=[C:10]3[C:9]=2[CH:8]=1. The yield is 0.920. (3) The reactants are [C:1]1([C:7]2[CH:12]=[CH:11][C:10]([OH:13])=[CH:9][CH:8]=2)[CH:6]=[CH:5][CH:4]=[CH:3][CH:2]=1.[CH2:14]([O:16][CH:17]([O:20][CH2:21][CH3:22])[CH2:18]Br)[CH3:15].[OH-].[K+]. The catalyst is CS(C)=O.O. The product is [CH2:14]([O:16][CH:17]([O:20][CH2:21][CH3:22])[CH2:18][O:13][C:10]1[CH:9]=[CH:8][C:7]([C:1]2[CH:2]=[CH:3][CH:4]=[CH:5][CH:6]=2)=[CH:12][CH:11]=1)[CH3:15]. The yield is 0.940. (4) The reactants are [C:1]([CH:3]([C:9]1([CH3:19])[CH2:14][C:13]([CH3:16])([CH3:15])[CH2:12][C:11]([CH3:18])([CH3:17])[CH2:10]1)[C:4]([O:6][CH2:7][CH3:8])=[O:5])#[N:2].[H-].[Na+].[CH2:22](Br)[CH:23]=[CH2:24].O. The catalyst is CS(C)=O. The product is [C:1]([C:3]([C:9]1([CH3:19])[CH2:14][C:13]([CH3:16])([CH3:15])[CH2:12][C:11]([CH3:18])([CH3:17])[CH2:10]1)([CH2:24][CH:23]=[CH2:22])[C:4]([O:6][CH2:7][CH3:8])=[O:5])#[N:2]. The yield is 0.637.